From a dataset of Full USPTO retrosynthesis dataset with 1.9M reactions from patents (1976-2016). Predict the reactants needed to synthesize the given product. (1) Given the product [CH2:19]([C:6]1([C:11]2[CH:16]=[CH:15][CH:14]=[C:13]([O:17][CH3:18])[CH:12]=2)[CH2:7][CH2:8][CH2:9][CH2:10][N:4]([CH2:1][CH2:2][OH:22])[C:5]1=[O:21])[CH3:20], predict the reactants needed to synthesize it. The reactants are: [CH2:1]([N:4]1[CH2:10][CH2:9][CH2:8][CH2:7][C:6]([CH2:19][CH3:20])([C:11]2[CH:16]=[CH:15][CH:14]=[C:13]([O:17][CH3:18])[CH:12]=2)[C:5]1=[O:21])[CH:2]=C.[O:22]=[O+][O-].[BH4-].[Na+]. (2) Given the product [CH3:12][O:11][C:9]([C:8]1[O:7][N:6]=[C:5]([C:13]2[CH:18]=[CH:17][CH:16]=[CH:15][CH:14]=2)[C:4]=1[C:3]([OH:19])=[O:2])=[O:10], predict the reactants needed to synthesize it. The reactants are: C[O:2][CH:3]([O:19]C)[C:4]1[C:5]([C:13]2[CH:18]=[CH:17][CH:16]=[CH:15][CH:14]=2)=[N:6][O:7][C:8]=1[C:9]([O:11][CH3:12])=[O:10].CC(C)=O.OS(O)(=O)=O.O=[Cr](=O)=O. (3) Given the product [CH3:14][O:15][CH:16]([O:19][CH3:20])[CH2:17][NH:18][CH2:7][C:6]1[CH:9]=[CH:10][C:11]([O:12][CH3:13])=[C:4]([O:3][CH2:1][CH3:2])[CH:5]=1, predict the reactants needed to synthesize it. The reactants are: [CH2:1]([O:3][C:4]1[CH:5]=[C:6]([CH:9]=[CH:10][C:11]=1[O:12][CH3:13])[CH:7]=O)[CH3:2].[CH3:14][O:15][CH:16]([O:19][CH3:20])[CH2:17][NH2:18].[BH4-].[Na+]. (4) Given the product [Br:16][CH:13]([CH3:14])[C:12]([C:3]1[CH:4]=[CH:5][C:6]([C:8]([F:9])([F:10])[F:11])=[CH:7][C:2]=1[CH3:1])=[O:15], predict the reactants needed to synthesize it. The reactants are: [CH3:1][C:2]1[CH:7]=[C:6]([C:8]([F:11])([F:10])[F:9])[CH:5]=[CH:4][C:3]=1[C:12](=[O:15])[CH2:13][CH3:14].[Br:16]N1C(=O)CCC1=O.